Dataset: Catalyst prediction with 721,799 reactions and 888 catalyst types from USPTO. Task: Predict which catalyst facilitates the given reaction. (1) Reactant: C(N1C=CN=C1)(N1C=CN=C1)=O.[CH2:13]=[C:14]1[CH2:17][CH:16]([C:18]([OH:20])=O)[CH2:15]1.Cl.Cl.[Cl:23][C:24]1[C:25]([CH2:30][NH2:31])=[N:26][CH:27]=[CH:28][N:29]=1.C(N(C(C)C)CC)(C)C.CCN(C(C)C)C(C)C. Product: [Cl:23][C:24]1[C:25]([CH2:30][NH:31][C:18]([CH:16]2[CH2:15][C:14](=[CH2:13])[CH2:17]2)=[O:20])=[N:26][CH:27]=[CH:28][N:29]=1. The catalyst class is: 76. (2) Reactant: O=S(Cl)[Cl:3].[OH-].[Na+].[NH2:7][C@H:8]([C:13]([OH:15])=[O:14])[CH2:9][CH:10]([CH3:12])[CH3:11].[CH:16]1C=C2C(C(O)(O)C(=O)C2=CC=1)=O. Product: [ClH:3].[CH3:16][O:14][C:13](=[O:15])[C@H:8]([CH2:9][CH:10]([CH3:12])[CH3:11])[NH2:7]. The catalyst class is: 357.